Dataset: Experimentally validated miRNA-target interactions with 360,000+ pairs, plus equal number of negative samples. Task: Binary Classification. Given a miRNA mature sequence and a target amino acid sequence, predict their likelihood of interaction. (1) The protein sequence of the target gene is MSSKQATSPFACTADGEEAMTQDLTSREKEEGSDQHPASHLPLHPIMHNKPHSEELPTLVSTIQQDADWDSVLSSQQRMESENNKLCSLYSFRNTSTSPHKPDEGSREREIMNSVTFGTPERRKGSLADVVDTLKQKKLEEMTRTEQEDSSCMEKLLSKDWKEKMERLNTSELLGEIKGTPESLAEKERQLSTMITQLISLREQLLAAHDEQKKLAASQIEKQRQQMDLARQQQEQIARQQQQLLQQQHKINLLQQQIQVQGHMPPLMIPIFPHDQRTLAAAAAAQQGFLFPPGITYKPG.... Result: 0 (no interaction). The miRNA is hsa-let-7a-5p with sequence UGAGGUAGUAGGUUGUAUAGUU. (2) The miRNA is hsa-miR-6730-3p with sequence CCUGACACCCCAUCUGCCCUCA. The protein sequence of the target gene is MENGAVYSPTTEEDPGPARGPRSGLAAYFFMGRLPLLRRVLKGLQLLLSLLAFICEEVVSQCTLCGGLYFFEFVSCSAFLLSLLILIVYCTPFYERVDTTKVKSSDFYITLGTGCVFLLASIIFVSTHDRTSAEIAAIVFGFIASFMFLLDFITMLYEKRQESQLRKPENTTRAEALTEPLNA. Result: 1 (interaction).